Dataset: NCI-60 drug combinations with 297,098 pairs across 59 cell lines. Task: Regression. Given two drug SMILES strings and cell line genomic features, predict the synergy score measuring deviation from expected non-interaction effect. (1) Cell line: HCC-2998. Drug 2: C1C(C(OC1N2C=NC3=C(N=C(N=C32)Cl)N)CO)O. Synergy scores: CSS=9.09, Synergy_ZIP=-1.63, Synergy_Bliss=2.12, Synergy_Loewe=-8.74, Synergy_HSA=1.55. Drug 1: C1CC(=O)NC(=O)C1N2CC3=C(C2=O)C=CC=C3N. (2) Drug 1: C1C(C(OC1N2C=NC3=C(N=C(N=C32)Cl)N)CO)O. Drug 2: CN1C(=O)N2C=NC(=C2N=N1)C(=O)N. Cell line: CAKI-1. Synergy scores: CSS=30.2, Synergy_ZIP=-1.09, Synergy_Bliss=-1.07, Synergy_Loewe=-16.8, Synergy_HSA=-2.27. (3) Drug 1: CC1C(C(CC(O1)OC2CC(OC(C2O)C)OC3=CC4=CC5=C(C(=O)C(C(C5)C(C(=O)C(C(C)O)O)OC)OC6CC(C(C(O6)C)O)OC7CC(C(C(O7)C)O)OC8CC(C(C(O8)C)O)(C)O)C(=C4C(=C3C)O)O)O)O. Drug 2: C1C(C(OC1N2C=NC(=NC2=O)N)CO)O. Cell line: A549. Synergy scores: CSS=37.1, Synergy_ZIP=0.673, Synergy_Bliss=0.423, Synergy_Loewe=-1.29, Synergy_HSA=-1.14. (4) Drug 1: CC(CN1CC(=O)NC(=O)C1)N2CC(=O)NC(=O)C2. Drug 2: CCC1(CC2CC(C3=C(CCN(C2)C1)C4=CC=CC=C4N3)(C5=C(C=C6C(=C5)C78CCN9C7C(C=CC9)(C(C(C8N6C=O)(C(=O)OC)O)OC(=O)C)CC)OC)C(=O)OC)O.OS(=O)(=O)O. Cell line: TK-10. Synergy scores: CSS=9.60, Synergy_ZIP=-1.95, Synergy_Bliss=2.79, Synergy_Loewe=1.64, Synergy_HSA=1.35. (5) Drug 1: C1=CC(=CC=C1CCC2=CNC3=C2C(=O)NC(=N3)N)C(=O)NC(CCC(=O)O)C(=O)O. Drug 2: CN(CC1=CN=C2C(=N1)C(=NC(=N2)N)N)C3=CC=C(C=C3)C(=O)NC(CCC(=O)O)C(=O)O. Cell line: SW-620. Synergy scores: CSS=39.3, Synergy_ZIP=-2.26, Synergy_Bliss=-2.07, Synergy_Loewe=2.39, Synergy_HSA=4.25. (6) Drug 1: CC1C(C(CC(O1)OC2CC(CC3=C2C(=C4C(=C3O)C(=O)C5=C(C4=O)C(=CC=C5)OC)O)(C(=O)CO)O)N)O.Cl. Drug 2: C1=NC2=C(N1)C(=S)N=CN2. Cell line: HCT116. Synergy scores: CSS=51.9, Synergy_ZIP=-6.34, Synergy_Bliss=-7.65, Synergy_Loewe=-17.7, Synergy_HSA=-3.06.